Dataset: M1 muscarinic receptor agonist screen with 61,833 compounds. Task: Binary Classification. Given a drug SMILES string, predict its activity (active/inactive) in a high-throughput screening assay against a specified biological target. (1) The compound is S1CCN=C1NC(=O)c1c(OC)c(OC)ccc1. The result is 0 (inactive). (2) The drug is O=C(NC1CCCC1)CN(C1CCCC1)C(=O)CCC(=O)Nc1ncccc1. The result is 0 (inactive). (3) The compound is s1c(CN(Cc2occc2)C(=O)c2c(O)cc(OC)cc2)ccc1. The result is 0 (inactive). (4) The compound is S(=O)(=O)(N(CC(=O)Nc1c(OC)ccc(c1)C)c1ccc(F)cc1)C. The result is 0 (inactive).